Dataset: CYP2C9 inhibition data for predicting drug metabolism from PubChem BioAssay. Task: Regression/Classification. Given a drug SMILES string, predict its absorption, distribution, metabolism, or excretion properties. Task type varies by dataset: regression for continuous measurements (e.g., permeability, clearance, half-life) or binary classification for categorical outcomes (e.g., BBB penetration, CYP inhibition). Dataset: cyp2c9_veith. (1) The molecule is COCC(=O)N1CCC2(CC1)CN(C(=O)Nc1cccc(C#N)c1)C2. The result is 0 (non-inhibitor). (2) The molecule is O=C1C=C(NCC2CCCO2)C2(CCCCC2)O1. The result is 0 (non-inhibitor).